This data is from Full USPTO retrosynthesis dataset with 1.9M reactions from patents (1976-2016). The task is: Predict the reactants needed to synthesize the given product. (1) Given the product [Cl:1][CH2:2][C:3]([NH:18][CH:15]([CH3:17])[CH3:16])=[CH:4][CH2:12][C:11]([O:14][CH2:19][CH3:20])=[O:13], predict the reactants needed to synthesize it. The reactants are: [Cl:1][CH2:2][C:3](=O)[CH2:4]C(OCC)=O.[C:11]([OH:14])(=[O:13])[CH3:12].[CH:15]([NH2:18])([CH3:17])[CH3:16].[C:19]1(C)C=CC=C[CH:20]=1. (2) The reactants are: [CH3:1][O:2][C:3]1([O:19][CH3:20])[CH2:6][C:5]([C:13](OC(C)C)=[O:14])([C:7](OC(C)C)=[O:8])[CH2:4]1.[AlH4-].[Li+].O.[OH-].[Na+]. Given the product [CH3:20][O:19][C:3]1([O:2][CH3:1])[CH2:4][C:5]([CH2:7][OH:8])([CH2:13][OH:14])[CH2:6]1, predict the reactants needed to synthesize it. (3) Given the product [CH2:9]([O:11][CH:12]([O:15][CH2:16][CH3:17])[CH2:13][NH:1][CH2:2][CH2:3][CH2:4][CH2:5][CH2:6][CH2:7][NH2:8])[CH3:10], predict the reactants needed to synthesize it. The reactants are: [NH2:1][CH2:2][CH2:3][CH2:4][CH2:5][CH2:6][CH2:7][NH2:8].[CH2:9]([O:11][CH:12]([O:15][CH2:16][CH3:17])[CH2:13]Br)[CH3:10].[OH-].[K+]. (4) Given the product [CH2:8]([O:7][C:5]([CH2:4][CH2:3][CH2:2][O:25][C:24]1[CH:23]=[CH:22][C:19]([CH:20]=[O:21])=[CH:18][C:17]=1[F:16])=[O:6])[CH3:9], predict the reactants needed to synthesize it. The reactants are: Br[CH2:2][CH2:3][CH2:4][C:5]([O:7][CH2:8][CH3:9])=[O:6].C(=O)([O-])[O-].[K+].[K+].[F:16][C:17]1[CH:18]=[C:19]([CH:22]=[CH:23][C:24]=1[OH:25])[CH:20]=[O:21].C(=O)([O-])O.[Na+]. (5) The reactants are: [CH3:1][O:2][C:3]1[CH:4]=[CH:5][C:6]2[C:10]([O:11][C:12]3[CH:17]=[CH:16][C:15](/[CH:18]=[CH:19]/[C:20]([O:22][CH3:23])=[O:21])=[CH:14][CH:13]=3)=[C:9]([C:24]3[CH:29]=[CH:28][C:27]([O:30][CH3:31])=[CH:26][CH:25]=3)[S:8](=O)[C:7]=2[CH:33]=1.C1(P(C2C=CC=CC=2)C2C=CC=CC=2)C=CC=CC=1.[Si](Cl)(C)(C)C. Given the product [CH3:1][O:2][C:3]1[CH:4]=[CH:5][C:6]2[C:10]([O:11][C:12]3[CH:17]=[CH:16][C:15](/[CH:18]=[CH:19]/[C:20]([O:22][CH3:23])=[O:21])=[CH:14][CH:13]=3)=[C:9]([C:24]3[CH:25]=[CH:26][C:27]([O:30][CH3:31])=[CH:28][CH:29]=3)[S:8][C:7]=2[CH:33]=1, predict the reactants needed to synthesize it. (6) Given the product [NH:11]1[C:6](=[O:14])[CH2:7][CH2:8][CH2:9][C:10]2[CH:5]=[CH:4][CH:3]=[CH:2][C:1]1=2, predict the reactants needed to synthesize it. The reactants are: [C:1]1(=[N:11]O)[C:10]2[C:5](=[CH:6][CH:7]=[CH:8][CH:9]=2)[CH2:4][CH2:3][CH2:2]1.C(=O)(O)[O-:14].[Na+]. (7) Given the product [OH:28][C:26]1[C:23]2([CH2:25][CH2:24]2)[O:22][C:20](=[O:21])[C:19]=1[C:16]1[CH:15]=[CH:14][C:13]([O:12][CH2:11][C:2]2[CH:3]=[CH:4][C:5]3[C:10](=[CH:9][CH:8]=[CH:7][CH:6]=3)[N:1]=2)=[CH:18][CH:17]=1, predict the reactants needed to synthesize it. The reactants are: [N:1]1[C:10]2[C:5](=[CH:6][CH:7]=[CH:8][CH:9]=2)[CH:4]=[CH:3][C:2]=1[CH2:11][O:12][C:13]1[CH:18]=[CH:17][C:16]([CH2:19][C:20]([O:22][C:23]2([C:26]([O:28]C)=O)[CH2:25][CH2:24]2)=[O:21])=[CH:15][CH:14]=1.CN(C=O)C. (8) Given the product [C:15]([C:14]1[C:9]([C:5]2[CH:6]=[CH:7][CH:8]=[C:3]([C:2]([F:23])([F:24])[F:1])[CH:4]=2)=[N:10][C:11]([NH2:22])=[N:12][C:13]=1[CH3:21])#[CH:16], predict the reactants needed to synthesize it. The reactants are: [F:1][C:2]([F:24])([F:23])[C:3]1[CH:4]=[C:5]([C:9]2[C:14]([C:15]#[C:16][Si](C)(C)C)=[C:13]([CH3:21])[N:12]=[C:11]([NH2:22])[N:10]=2)[CH:6]=[CH:7][CH:8]=1.C(=O)([O-])[O-].[K+].[K+]. (9) Given the product [CH3:6][O:7][C:8]1[C:9](=[O:45])[C:10]([CH3:44])=[C:11]([CH2:17][C:18]2[CH:39]=[CH:38][C:21]([C:22]([NH:24][C:25]3[CH:26]=[CH:27][C:28]([S:31]([C:34]([F:35])([F:36])[F:37])(=[O:32])=[O:33])=[CH:29][CH:30]=3)=[O:23])=[C:20]([OH:40])[CH:19]=2)[C:12](=[O:16])[C:13]=1[O:14][CH3:15], predict the reactants needed to synthesize it. The reactants are: C(=O)([O-])O.[Na+].[CH3:6][O:7][C:8]1[C:9](=[O:45])[C:10]([CH3:44])=[C:11]([CH2:17][C:18]2[CH:39]=[CH:38][C:21]([C:22]([NH:24][C:25]3[CH:30]=[CH:29][C:28]([S:31]([C:34]([F:37])([F:36])[F:35])(=[O:33])=[O:32])=[CH:27][CH:26]=3)=[O:23])=[C:20]([O:40]C(=O)C)[CH:19]=2)[C:12](=[O:16])[C:13]=1[O:14][CH3:15]. (10) Given the product [Br:1][C:2]1[C:10]2[N:9]=[N:8][N:7]([CH2:11][CH:12]3[CH2:13][CH2:14]3)[C:6]=2[CH:5]=[CH:4][C:3]=1[O:15][C:16]1[C:21]([CH2:22][OH:23])=[CH:20][C:19]([Cl:24])=[CH:18][N:17]=1, predict the reactants needed to synthesize it. The reactants are: [Br:1][C:2]1[C:10]2[N:9]=[N:8][N:7]([CH2:11][CH:12]3[CH2:14][CH2:13]3)[C:6]=2[CH:5]=[CH:4][C:3]=1[O:15][C:16]1[C:21]([CH:22]=[O:23])=[CH:20][C:19]([Cl:24])=[CH:18][N:17]=1.[BH4-].[Na+].